This data is from Catalyst prediction with 721,799 reactions and 888 catalyst types from USPTO. The task is: Predict which catalyst facilitates the given reaction. (1) Reactant: [N:1]([C:4]1[CH:9]=[CH:8][C:7]([N+:10]([O-:12])=[O:11])=[CH:6][C:5]=1[CH3:13])=[C:2]=[O:3].[Cl:14][CH2:15][CH2:16][CH2:17][OH:18]. Product: [CH3:13][C:5]1[CH:6]=[C:7]([N+:10]([O-:12])=[O:11])[CH:8]=[CH:9][C:4]=1[NH:1][C:2](=[O:3])[O:18][CH2:17][CH2:16][CH2:15][Cl:14]. The catalyst class is: 11. (2) Product: [CH2:9]([N:11]([CH2:12][CH3:13])[C:2]1[CH:7]=[C:6]([I:8])[CH:5]=[CH:4][N:3]=1)[CH3:10]. The catalyst class is: 173. Reactant: F[C:2]1[CH:7]=[C:6]([I:8])[CH:5]=[CH:4][N:3]=1.[CH2:9]([NH:11][CH2:12][CH3:13])[CH3:10].C([O-])([O-])=O.[K+].[K+]. (3) The catalyst class is: 83. Product: [F:36][C:2]1([F:1])[O:6][C:5]2[CH:7]=[CH:8][C:9]([C:11]3([C:14]([NH:16][CH:17]4[C:26]5[C:21](=[CH:22][CH:23]=[CH:24][CH:25]=5)[O:20][CH:19]([CH:27]5[CH2:30][CH:29]([C:31]([OH:33])=[O:32])[CH2:28]5)[CH2:18]4)=[O:15])[CH2:12][CH2:13]3)=[CH:10][C:4]=2[O:3]1. Reactant: [F:1][C:2]1([F:36])[O:6][C:5]2[CH:7]=[CH:8][C:9]([C:11]3([C:14]([NH:16][CH:17]4[C:26]5[C:21](=[CH:22][CH:23]=[CH:24][CH:25]=5)[O:20][CH:19]([CH:27]5[CH2:30][CH:29]([C:31]([O:33]CC)=[O:32])[CH2:28]5)[CH2:18]4)=[O:15])[CH2:13][CH2:12]3)=[CH:10][C:4]=2[O:3]1.[OH-].[Na+].Cl. (4) Reactant: [Cl:1][C:2]1[CH:10]=[CH:9][C:5]([C:6](O)=[O:7])=[CH:4][C:3]=1[I:11].S(Cl)(Cl)=O.O1CCOCC1.C([N:25](C(C)C)CC)(C)C. Product: [Cl:1][C:2]1[CH:10]=[CH:9][C:5]([C:6]([NH2:25])=[O:7])=[CH:4][C:3]=1[I:11]. The catalyst class is: 13. (5) Reactant: C1(P(C2C=CC=CC=2)C2C=CC=CC=2)C=CC=CC=1.[CH:20]([C:23]1[CH:24]=[C:25]([CH:28]=[C:29]([CH:32]([CH3:34])[CH3:33])[C:30]=1[OH:31])[CH:26]=[O:27])([CH3:22])[CH3:21].O[CH2:36][CH2:37][N:38]1[CH2:43][CH2:42][O:41][CH2:40][CH2:39]1.CCOC(/N=N/C(OCC)=O)=O. Product: [CH:20]([C:23]1[CH:24]=[C:25]([CH:28]=[C:29]([CH:32]([CH3:34])[CH3:33])[C:30]=1[O:31][CH2:36][CH2:37][N:38]1[CH2:43][CH2:42][O:41][CH2:40][CH2:39]1)[CH:26]=[O:27])([CH3:22])[CH3:21]. The catalyst class is: 7. (6) Reactant: Br[CH2:2][C:3]1[C:8]([Br:9])=[CH:7][CH:6]=[CH:5][C:4]=1[N:10]1[C:14](=[O:15])[N:13]([CH3:16])[N:12]=[N:11]1.C[O-].[Na+].[C:20](=O)(O)[O-:21].[Na+]. Product: [CH3:20][O:21][CH2:2][C:3]1[C:8]([Br:9])=[CH:7][CH:6]=[CH:5][C:4]=1[N:10]1[C:14](=[O:15])[N:13]([CH3:16])[N:12]=[N:11]1. The catalyst class is: 7.